Dataset: Forward reaction prediction with 1.9M reactions from USPTO patents (1976-2016). Task: Predict the product of the given reaction. (1) Given the reactants [CH:1]([C:3]1[CH:12]=[CH:11][CH:10]=[C:9]2[C:4]=1[CH:5]=[CH:6][CH:7]=[C:8]2[O:13][C:14]1[CH:22]=[CH:21][C:17]([C:18]([NH2:20])=[O:19])=[CH:16][N:15]=1)=O.Cl.[CH3:24][C:25]1([CH3:30])[CH2:27][CH:26]1[CH2:28][NH2:29].C(N(C(C)C)CC)(C)C.[BH4-], predict the reaction product. The product is: [CH3:24][C:25]1([CH3:30])[CH2:27][CH:26]1[CH2:28][NH:29][CH2:1][C:3]1[CH:12]=[CH:11][CH:10]=[C:9]2[C:4]=1[CH:5]=[CH:6][CH:7]=[C:8]2[O:13][C:14]1[CH:22]=[CH:21][C:17]([C:18]([NH2:20])=[O:19])=[CH:16][N:15]=1. (2) The product is: [Cl:25][C:6]1[C:7](=[O:24])[N:8]([CH2:9][CH2:10][C:11]2[CH:12]=[CH:13][C:14]([C:15]([OH:17])=[O:16])=[CH:22][CH:23]=2)[C:3]([CH2:2][N:28]([CH3:27])[C:29]2[CH:34]=[CH:33][CH:32]=[C:31]([O:35][C:36]([F:37])([F:38])[F:39])[CH:30]=2)=[C:4]([Cl:26])[CH:5]=1. Given the reactants Br[CH2:2][C:3]1[N:8]([CH2:9][CH2:10][C:11]2[CH:23]=[CH:22][C:14]([C:15]([O:17]C(C)(C)C)=[O:16])=[CH:13][CH:12]=2)[C:7](=[O:24])[C:6]([Cl:25])=[CH:5][C:4]=1[Cl:26].[CH3:27][NH:28][C:29]1[CH:34]=[CH:33][CH:32]=[C:31]([O:35][C:36]([F:39])([F:38])[F:37])[CH:30]=1.C(OCC)(=O)C.O, predict the reaction product. (3) The product is: [CH2:8]([C:13]1[CH:14]=[CH:15][C:16]([C:19]2[N:24]=[CH:23][C:22]([S:25]([C:28]3([C:34]([NH:62][O:61][CH:56]4[CH2:57][CH2:58][CH2:59][CH2:60][O:55]4)=[O:35])[CH2:29][CH2:30][O:31][CH2:32][CH2:33]3)(=[O:27])=[O:26])=[CH:21][CH:20]=2)=[CH:17][CH:18]=1)[CH2:9][CH2:10][CH2:11][CH3:12]. Given the reactants FC(F)(F)C(O)=O.[CH2:8]([C:13]1[CH:18]=[CH:17][C:16]([C:19]2[N:24]=[CH:23][C:22]([S:25]([C:28]3([C:34](O)=[O:35])[CH2:33][CH2:32][O:31][CH2:30][CH2:29]3)(=[O:27])=[O:26])=[CH:21][CH:20]=2)=[CH:15][CH:14]=1)[CH2:9][CH2:10][CH2:11][CH3:12].C(N(CC)CC)C.O.ON1C2C=CC=CC=2N=N1.[O:55]1[CH2:60][CH2:59][CH2:58][CH2:57][CH:56]1[O:61][NH2:62].Cl.CN(C)CCCN=C=NCC, predict the reaction product. (4) Given the reactants [NH2:1][C:2]1[CH:3]=[C:4]2[C:8](=[CH:9][CH:10]=1)[N:7]([C:11]([O:13][C:14]([CH3:17])([CH3:16])[CH3:15])=[O:12])[N:6]=[C:5]2[CH3:18].O1CCCC1.[F:24][C:25]1[CH:26]=[C:27]([S:31](Cl)(=[O:33])=[O:32])[CH:28]=[CH:29][CH:30]=1, predict the reaction product. The product is: [C:14]([O:13][C:11]([N:7]1[C:8]2[C:4](=[CH:3][C:2]([NH:1][S:31]([C:27]3[CH:28]=[CH:29][CH:30]=[C:25]([F:24])[CH:26]=3)(=[O:33])=[O:32])=[CH:10][CH:9]=2)[C:5]([CH3:18])=[N:6]1)=[O:12])([CH3:15])([CH3:17])[CH3:16]. (5) Given the reactants C1(C)C=CC(S([O-])(=O)=O)=CC=1.[NH+]1C=CC=CC=1.[NH2:18][C:19]1[CH:38]=[CH:37][C:22]([O:23][C:24]2[C:29]([C:30]3[CH:35]=[CH:34][N:33]=[C:32]([NH2:36])[N:31]=3)=[CH:28][CH:27]=[CH:26][N:25]=2)=[CH:21][CH:20]=1.Cl[C:40]1[S:41][C:42]([C:45]2[CH:50]=[CH:49][CH:48]=[CH:47][CH:46]=2)=[N:43][N:44]=1, predict the reaction product. The product is: [C:45]1([C:42]2[S:41][C:40]([NH:18][C:19]3[CH:38]=[CH:37][C:22]([O:23][C:24]4[C:29]([C:30]5[CH:35]=[CH:34][N:33]=[C:32]([NH2:36])[N:31]=5)=[CH:28][CH:27]=[CH:26][N:25]=4)=[CH:21][CH:20]=3)=[N:44][N:43]=2)[CH:46]=[CH:47][CH:48]=[CH:49][CH:50]=1. (6) Given the reactants [F:1][C:2]1[CH:7]=[CH:6][C:5]([CH2:8][C:9]2[CH:18]=[C:17]3[C:12]([C:13]([OH:39])=[C:14]([C:34]([O:36][CH2:37][CH3:38])=[O:35])[C:15](=[O:33])[N:16]3[CH2:19][CH2:20][N:21]([CH3:32])[C:22]([O:24]CC3C=CC=CC=3)=O)=[N:11][CH:10]=2)=[CH:4][CH:3]=1.[CH:40](N(C(C)C)CC)(C)C.C(OC(=O)C)(=O)C, predict the reaction product. The product is: [C:22]([N:21]([CH3:32])[CH2:20][CH2:19][N:16]1[C:17]2[C:12](=[N:11][CH:10]=[C:9]([CH2:8][C:5]3[CH:6]=[CH:7][C:2]([F:1])=[CH:3][CH:4]=3)[CH:18]=2)[C:13]([OH:39])=[C:14]([C:34]([O:36][CH2:37][CH3:38])=[O:35])[C:15]1=[O:33])(=[O:24])[CH3:40].